This data is from Experimentally validated miRNA-target interactions with 360,000+ pairs, plus equal number of negative samples. The task is: Binary Classification. Given a miRNA mature sequence and a target amino acid sequence, predict their likelihood of interaction. (1) The miRNA is bta-miR-16a with sequence UAGCAGCACGUAAAUAUUGGUG. The protein sequence of the target gene is MPPGVDCPMEFWTKEESQSVVVDFLLPTGVYLNFPVSRNANLSTIKQVLWHRAQYEPLFHMLSDPEAYVFTCVNQTAEQQELEDEQRRLCDIQPFLPVLRLVAREGDRVKKLINSQISLLIGKGLHEFDSLRDPEVNDFRTKMRQFCEEAAAHRQQLGWVEWLQYSFPLQLEPSARGWRAGLLRVSNRALLVNVKFEGSEESFTFQVSTKDMPLALMACALRKKATVFRQPLVEQPEEYALQVNGRHEYLYGNYPLCHFQYICSCLHSGLTPHLTMVHSSSILAMRDEQSNPAPQVQKPR.... Result: 0 (no interaction). (2) The miRNA is hsa-miR-6737-3p with sequence UCUGUGCUUCACCCCUACCCAG. The protein sequence of the target gene is MEAETGSTMETGKGTNRGIRIALALFIGGTLVLGTLLFLVSQGLLSFQAKQEYCLKPECIEAAAAIMSKVNLSVDPCENFFRFACDGWISNNPIPEDMPSYGVYPWLRHNVDLKLKALLEKSVSRRRDTEAVQKAKILYSSCMNEKAIEKADAKPLLHILRHSPFRWPVLEANIGPEGVWSERKFSLLQTLATFRGQYSNSVFIRLYVSPDDKASNEHILKLDQATLSLAVREDFLDNTTEAKSYRDALYKFMVDTAVLLGANSSRAEHDMKSVLRLEIKIAEIMIPHENRTSEAMYNKM.... Result: 0 (no interaction). (3) The miRNA is hsa-miR-6855-5p with sequence UUGGGGUUUGGGGUGCAGACAUUGC. The protein sequence of the target gene is MDRSSLLQLIQEQQLDPENTGFIGADTFAGLVHSHELPLDPTKLDMLVALAQSNERGQVCYQELVDLISSKRSSSFKRAIANGQRALPRDGLLDEPGLSVYKRFVRYVAYEILPCEVDRRWYFYRHRTCPPPVFMASVTLAQIIVFLCYGARLNKWVLQTYHPEYMKSPLVYHPGHRARAWRFLTYMFMHVGLEQLGFNALLQLMIGVPLEMVHGVLRISLLYLAGVLAGSLTVSITDMRAPVVGGSGGVYALCSAHLANVVMNWAGMRCPYKLLRMVLALVCMSSEVGRAVWLRFSPPL.... Result: 0 (no interaction). (4) The miRNA is mmu-miR-681 with sequence CAGCCUCGCUGGCAGGCAGCU. The protein sequence of the target gene is MEPRAAAAGEPEPPAASSSFQARLWKNLQLGVGRSKGGGGGRAGGPERRTADTPSPSPPPPVGTGNAPARGSGAGSRWSGFKKRKQVLDRVFSSSQPNLCCSSPEPLEPGGAGRAEQGSTLRRRIREHLLPAVKGPAAASGAAGGTPPGGRSPDSAPSSSSASSSLSSSPQPPPRGDRARDEGARRQGPGAHLCHQKSSSLPGTACLEQLLEPPPPPAEPARSPAESRAPETGEEHGSSQKIINTAGTSNAEVPLADPGMYQLDITLRRGQSLAARDRGGTSDPYVKFKIGGKEVFRSKI.... Result: 0 (no interaction).